From a dataset of Full USPTO retrosynthesis dataset with 1.9M reactions from patents (1976-2016). Predict the reactants needed to synthesize the given product. (1) Given the product [C:37]([C:34]1[CH:35]=[CH:36][C:29]2[O:28][C:27]([C:25]([NH:24][C:21]3[CH:20]=[CH:19][C:18]([C:15]4[CH:16]=[CH:17][C:12]([S:9]([NH:8][C@@H:4]([CH:5]([CH3:7])[CH3:6])[C:3]([OH:41])=[O:2])(=[O:10])=[O:11])=[CH:13][CH:14]=4)=[CH:23][CH:22]=3)=[O:26])=[C:31]([CH3:32])[C:30]=2[C:33]=1[O:39][CH3:40])#[N:38], predict the reactants needed to synthesize it. The reactants are: C[O:2][C:3](=[O:41])[C@@H:4]([NH:8][S:9]([C:12]1[CH:17]=[CH:16][C:15]([C:18]2[CH:23]=[CH:22][C:21]([NH:24][C:25]([C:27]3[O:28][C:29]4[CH:36]=[CH:35][C:34]([C:37]#[N:38])=[C:33]([O:39][CH3:40])[C:30]=4[C:31]=3[CH3:32])=[O:26])=[CH:20][CH:19]=2)=[CH:14][CH:13]=1)(=[O:11])=[O:10])[CH:5]([CH3:7])[CH3:6].[Li+].[OH-]. (2) Given the product [CH:11]1([C:14]2[CH:15]=[CH:16][C:17]([CH:21]=[O:22])=[N:18][C:19]=2[O:20][CH2:7][C:6]2[CH:9]=[CH:10][C:3]([O:2][CH3:1])=[CH:4][CH:5]=2)[CH2:13][CH2:12]1, predict the reactants needed to synthesize it. The reactants are: [CH3:1][O:2][C:3]1[CH:10]=[CH:9][C:6]([CH2:7]Cl)=[CH:5][CH:4]=1.[CH:11]1([C:14]2[C:19](=[O:20])[NH:18][C:17]([CH:21]=[O:22])=[CH:16][CH:15]=2)[CH2:13][CH2:12]1.[Al]. (3) The reactants are: I[C:2]1[C:3]([O:8][C:9]2[CH:14]=[CH:13][C:12]([NH:15][C:16]3[S:17][C:18]4[CH:24]=[CH:23][CH:22]=[CH:21][C:19]=4[N:20]=3)=[CH:11][CH:10]=2)=[N:4][CH:5]=[CH:6][CH:7]=1.CN(C1CCCCC1)C1CCCCC1.[O:39]1[CH2:43][CH:42]=[CH:41][CH2:40]1. Given the product [O:39]1[CH:40]=[CH:41][CH2:42][CH:43]1[C:2]1[C:3]([O:8][C:9]2[CH:14]=[CH:13][C:12]([NH:15][C:16]3[S:17][C:18]4[CH:24]=[CH:23][CH:22]=[CH:21][C:19]=4[N:20]=3)=[CH:11][CH:10]=2)=[N:4][CH:5]=[CH:6][CH:7]=1, predict the reactants needed to synthesize it.